Dataset: Forward reaction prediction with 1.9M reactions from USPTO patents (1976-2016). Task: Predict the product of the given reaction. (1) Given the reactants [C:1]1([C:7]2[C:19]3[C:18]4[C:13](=[CH:14][CH:15]=[CH:16][CH:17]=4)[CH2:12][C:11]=3[C:10]([C:20]#[N:21])=[C:9]([N:22]3[CH2:27][CH2:26][CH2:25][CH2:24][CH2:23]3)[CH:8]=2)[CH:6]=[CH:5][CH:4]=[CH:3][CH:2]=1.[H-].[Na+].C1C[O:33]CC1, predict the reaction product. The product is: [O:33]=[C:12]1[C:11]2[C:10]([C:20]#[N:21])=[C:9]([N:22]3[CH2:23][CH2:24][CH2:25][CH2:26][CH2:27]3)[CH:8]=[C:7]([C:1]3[CH:6]=[CH:5][CH:4]=[CH:3][CH:2]=3)[C:19]=2[C:18]2[C:13]1=[CH:14][CH:15]=[CH:16][CH:17]=2. (2) Given the reactants C([O:4][C:5]1[CH:10]=[C:9]([C:11]#[N:12])[C:8](Br)=[C:7]([C:14]#[N:15])[C:6]=1[O:16]C(=O)C)(=O)C.[F:20][C:21]1[CH:22]=[C:23](/[CH:28]=[CH:29]/B2OC(C)(C)C(C)(C)O2)[CH:24]=[C:25]([F:27])[CH:26]=1, predict the reaction product. The product is: [F:20][C:21]1[CH:22]=[C:23]([CH:24]=[C:25]([F:27])[CH:26]=1)/[CH:28]=[CH:29]/[C:8]1[C:7]([C:14]#[N:15])=[C:6]([OH:16])[C:5]([OH:4])=[CH:10][C:9]=1[C:11]#[N:12]. (3) Given the reactants [Cl:1][C:2]1[CH:3]=[C:4]([C:9]2([CH3:25])[S:13][N:12]=[C:11]([C:14]3[CH:23]=[CH:22][C:17]([C:18]([O:20]C)=[O:19])=[C:16]([CH3:24])[CH:15]=3)[CH2:10]2)[CH:5]=[C:6]([Cl:8])[CH:7]=1.[Li+].[OH-], predict the reaction product. The product is: [Cl:1][C:2]1[CH:3]=[C:4]([C:9]2([CH3:25])[S:13][N:12]=[C:11]([C:14]3[CH:23]=[CH:22][C:17]([C:18]([OH:20])=[O:19])=[C:16]([CH3:24])[CH:15]=3)[CH2:10]2)[CH:5]=[C:6]([Cl:8])[CH:7]=1. (4) Given the reactants [CH3:1][Si:2]([CH3:28])([CH3:27])[CH2:3][CH2:4][O:5][CH2:6][N:7]1[C:11]2[N:12]=[CH:13][N:14]=[C:15]([C:16]3[CH:17]=[N:18][N:19]([CH:21]([CH2:25][CH3:26])[CH2:22][CH:23]=O)[CH:20]=3)[C:10]=2[CH:9]=[CH:8]1.C(Cl)Cl.C1(P(C2C=CC=CC=2)C2C=CC=CC=2)C=CC=CC=1.[C:51](Br)(Br)([Br:53])[Br:52], predict the reaction product. The product is: [Br:52][C:51]([Br:53])=[CH:23][CH2:22][CH:21]([N:19]1[CH:20]=[C:16]([C:15]2[C:10]3[CH:9]=[CH:8][N:7]([CH2:6][O:5][CH2:4][CH2:3][Si:2]([CH3:28])([CH3:1])[CH3:27])[C:11]=3[N:12]=[CH:13][N:14]=2)[CH:17]=[N:18]1)[CH2:25][CH3:26].